Task: Predict which catalyst facilitates the given reaction.. Dataset: Catalyst prediction with 721,799 reactions and 888 catalyst types from USPTO (1) Reactant: [F:1][C:2]1[CH:19]=[CH:18][C:5]([C:6]([NH:8][C:9]2[CH:14]=[C:13]([F:15])[C:12]([F:16])=[C:11]([F:17])[CH:10]=2)=[O:7])=[CH:4][C:3]=1[S:20][CH:21]1[CH2:27][CH2:26][CH2:25][CH2:24][C:23](=[O:28])[CH2:22]1.[CH3:29][Mg]Br. Product: [F:1][C:2]1[CH:19]=[CH:18][C:5]([C:6]([NH:8][C:9]2[CH:14]=[C:13]([F:15])[C:12]([F:16])=[C:11]([F:17])[CH:10]=2)=[O:7])=[CH:4][C:3]=1[S:20][C@@H:21]1[CH2:27][CH2:26][CH2:25][CH2:24][C@@:23]([OH:28])([CH3:29])[CH2:22]1. The catalyst class is: 1. (2) Reactant: [Cl:1][C:2]1[CH:3]=[C:4]2[C:9](=[CH:10][C:11]=1[Cl:12])[N:8]=[CH:7][N:6]=[C:5]2[NH:13][CH2:14][C:15]([N:17]1[CH2:25][CH2:24][C:19]2(OCC[O:20]2)[CH2:18]1)=[O:16].Cl(O)(=O)(=O)=O. The catalyst class is: 2. Product: [Cl:1][C:2]1[CH:3]=[C:4]2[C:9](=[CH:10][C:11]=1[Cl:12])[N:8]=[CH:7][N:6]=[C:5]2[NH:13][CH2:14][C:15]([N:17]1[CH2:25][CH2:24][C:19](=[O:20])[CH2:18]1)=[O:16]. (3) Reactant: [OH:1][C:2]1[C:11]2[C:6](=[CH:7][CH:8]=[CH:9][CH:10]=2)[N:5]=[C:4]([C:12]([OH:14])=O)[CH:3]=1.[CH2:15]([NH:17][CH3:18])[CH3:16].CCN=C=NCCCN(C)C.Cl.C1C=CC2N(O)N=NC=2C=1.O.C(=O)([O-])O.[Na+]. Product: [CH2:15]([N:17]([CH3:18])[C:12]([C:4]1[CH:3]=[C:2]([OH:1])[C:11]2[C:6](=[CH:7][CH:8]=[CH:9][CH:10]=2)[N:5]=1)=[O:14])[CH3:16]. The catalyst class is: 3. (4) Reactant: [F:1][C:2]([F:14])([F:13])[C:3]1[CH:4]=[C:5]([S:9](Cl)(=[O:11])=[O:10])[CH:6]=[CH:7][CH:8]=1.[O:15]=[C:16]1[N:20]([CH:21]2[CH2:26][CH2:25][NH:24][CH2:23][CH2:22]2)[C:19]2[CH:27]=[CH:28][CH:29]=[CH:30][C:18]=2[NH:17]1. Product: [F:1][C:2]([F:14])([F:13])[C:3]1[CH:4]=[C:5]([S:9]([N:24]2[CH2:23][CH2:22][CH:21]([N:20]3[C:19]4[CH:27]=[CH:28][CH:29]=[CH:30][C:18]=4[NH:17][C:16]3=[O:15])[CH2:26][CH2:25]2)(=[O:11])=[O:10])[CH:6]=[CH:7][CH:8]=1. The catalyst class is: 306. (5) Reactant: [CH2:1]([O:8][C:9](=[O:44])[CH2:10][CH2:11][C:12]1[C:41]([CH3:42])=[N:40][C:15]2[N:16]([CH2:23][C:24]3[CH:29]=[CH:28][C:27]([C@H:30]([CH:34]4[CH2:39][CH2:38][O:37][CH2:36][CH2:35]4)[C:31]([OH:33])=O)=[CH:26][CH:25]=3)[C:17]3[C:22]([C:14]=2[C:13]=1[CH3:43])=[CH:21][CH:20]=[CH:19][CH:18]=3)[C:2]1[CH:7]=[CH:6][CH:5]=[CH:4][CH:3]=1.C1C=CC2N(O)N=NC=2C=1.CCN=C=NCCCN(C)C.Cl.Br.Br.[CH2:69]([N:72]1[CH2:77][CH2:76][NH:75][CH2:74][CH2:73]1)[CH2:70][CH3:71]. Product: [CH3:42][C:41]1[C:12]([CH2:11][CH2:10][C:9]([O:8][CH2:1][C:2]2[CH:3]=[CH:4][CH:5]=[CH:6][CH:7]=2)=[O:44])=[C:13]([CH3:43])[C:14]2[C:22]3[C:17](=[CH:18][CH:19]=[CH:20][CH:21]=3)[N:16]([CH2:23][C:24]3[CH:25]=[CH:26][C:27]([C@H:30]([CH:34]4[CH2:35][CH2:36][O:37][CH2:38][CH2:39]4)[C:31](=[O:33])[N:75]4[CH2:76][CH2:77][N:72]([CH2:69][CH2:70][CH3:71])[CH2:73][CH2:74]4)=[CH:28][CH:29]=3)[C:15]=2[N:40]=1. The catalyst class is: 338. (6) Reactant: [N+:1]([O-:4])([O-])=[O:2].[K+].[CH:6]1[C:15]2[C:10](=[CH:11][CH:12]=[CH:13][CH:14]=2)[CH2:9][CH2:8][N:7]=1.N. Product: [N+:1]([C:13]1[CH:14]=[C:15]2[C:10]([CH:9]=[CH:8][N:7]=[CH:6]2)=[CH:11][CH:12]=1)([O-:4])=[O:2]. The catalyst class is: 65.